From a dataset of Catalyst prediction with 721,799 reactions and 888 catalyst types from USPTO. Predict which catalyst facilitates the given reaction. Reactant: [C:1]1([CH3:24])[CH:6]=[CH:5][C:4]([N:7]2[C:11]([C:12]([O:14]CC)=[O:13])=[CH:10][C:9]([Si:17]([CH2:22][CH3:23])([CH2:20][CH3:21])[CH2:18][CH3:19])=[N:8]2)=[CH:3][CH:2]=1.[OH-].[Na+]. Product: [C:1]1([CH3:24])[CH:2]=[CH:3][C:4]([N:7]2[C:11]([C:12]([OH:14])=[O:13])=[CH:10][C:9]([Si:17]([CH2:20][CH3:21])([CH2:22][CH3:23])[CH2:18][CH3:19])=[N:8]2)=[CH:5][CH:6]=1. The catalyst class is: 8.